Dataset: Forward reaction prediction with 1.9M reactions from USPTO patents (1976-2016). Task: Predict the product of the given reaction. (1) The product is: [NH2:4][C@@H:5]([CH2:9][CH2:10][CH2:11][C:12]([CH3:17])([N+:14]([O-:16])=[O:15])[CH3:13])[C:6]([OH:8])=[O:7]. Given the reactants C([NH:4][CH:5]([CH2:9][CH2:10][CH2:11][C:12]([CH3:17])([N+:14]([O-:16])=[O:15])[CH3:13])[C:6]([OH:8])=[O:7])(=O)C.[OH-].[Na+].Cl, predict the reaction product. (2) Given the reactants O[Li].O.C[O:5][C:6](=[O:28])[CH2:7][NH:8][C@@H:9]1[CH2:11][C@H:10]1[C:12]1[CH:17]=[CH:16][C:15]([O:18][CH2:19][C:20]2[CH:25]=[CH:24][C:23]([C:26]#[N:27])=[CH:22][CH:21]=2)=[CH:14][CH:13]=1.[C:29](O[C:29]([O:31][C:32]([CH3:35])([CH3:34])[CH3:33])=[O:30])([O:31][C:32]([CH3:35])([CH3:34])[CH3:33])=[O:30], predict the reaction product. The product is: [C:32]([O:31][C:29]([N:8]([CH2:7][C:6]([OH:5])=[O:28])[C@@H:9]1[CH2:11][C@H:10]1[C:12]1[CH:13]=[CH:14][C:15]([O:18][CH2:19][C:20]2[CH:25]=[CH:24][C:23]([C:26]#[N:27])=[CH:22][CH:21]=2)=[CH:16][CH:17]=1)=[O:30])([CH3:35])([CH3:34])[CH3:33].